The task is: Predict the reaction yield, written as a fraction of the theoretical maximum amount of product (1.0 means a 100% yield; for example, 0.34 means a 34% yield).. This data is from Reaction yield outcomes from USPTO patents with 853,638 reactions. (1) The reactants are [NH2:1][C:2]1[CH:10]=[CH:9][CH:8]=[C:7]2[C:3]=1[CH:4]=[CH:5][NH:6]2.[CH3:11][O:12][C:13]1[CH:14]=[C:15]([CH2:19][C:20](O)=[O:21])[CH:16]=[CH:17][CH:18]=1.CCN=C=NCCCN(C)C.Cl. The catalyst is CN(C)C1C=CN=CC=1.C(#N)C. The product is [NH:6]1[C:7]2[C:3](=[C:2]([NH:1][C:20](=[O:21])[CH2:19][C:15]3[CH:16]=[CH:17][CH:18]=[C:13]([O:12][CH3:11])[CH:14]=3)[CH:10]=[CH:9][CH:8]=2)[CH:4]=[CH:5]1. The yield is 0.990. (2) The reactants are [NH2:1][C:2]1[C:3]2[N:4]([C:8]([C:25]3[CH:26]=[C:27]([CH:40]=[CH:41][CH:42]=3)[CH2:28][N:29]3C(=O)C4C(=CC=CC=4)C3=O)=[N:9][C:10]=2[C:11]2[CH:16]=[CH:15][CH:14]=[C:13]([O:17][CH2:18][C:19]3[CH:24]=[CH:23][CH:22]=[CH:21][CH:20]=3)[CH:12]=2)[CH:5]=[CH:6][N:7]=1. The catalyst is C(Cl)Cl. The product is [NH2:29][CH2:28][C:27]1[CH:26]=[C:25]([C:8]2[N:4]3[CH:5]=[CH:6][N:7]=[C:2]([NH2:1])[C:3]3=[C:10]([C:11]3[CH:16]=[CH:15][CH:14]=[C:13]([O:17][CH2:18][C:19]4[CH:20]=[CH:21][CH:22]=[CH:23][CH:24]=4)[CH:12]=3)[N:9]=2)[CH:42]=[CH:41][CH:40]=1. The yield is 0.430.